From a dataset of NCI-60 drug combinations with 297,098 pairs across 59 cell lines. Regression. Given two drug SMILES strings and cell line genomic features, predict the synergy score measuring deviation from expected non-interaction effect. Drug 1: C1CCC(C1)C(CC#N)N2C=C(C=N2)C3=C4C=CNC4=NC=N3. Drug 2: CC1C(C(CC(O1)OC2CC(CC3=C2C(=C4C(=C3O)C(=O)C5=C(C4=O)C(=CC=C5)OC)O)(C(=O)C)O)N)O.Cl. Cell line: SF-539. Synergy scores: CSS=20.9, Synergy_ZIP=-9.91, Synergy_Bliss=-4.85, Synergy_Loewe=-23.1, Synergy_HSA=-4.32.